This data is from Forward reaction prediction with 1.9M reactions from USPTO patents (1976-2016). The task is: Predict the product of the given reaction. (1) Given the reactants [F:1][C:2]([F:19])([F:18])[C:3]1[CH:4]=[C:5]([CH:9]=[C:10]([N:12]2[CH:16]=[C:15]([CH3:17])[N:14]=[CH:13]2)[CH:11]=1)[C:6](Cl)=[O:7].I[C:21]1[CH:22]=[C:23]([CH:25]=[CH:26][C:27]=1[F:28])[NH2:24].C[Si]([C:33]#[CH:34])(C)C.[F:35][C:36]([F:50])([F:49])[C:37]1[NH:41][C:40]([C:42]2[CH:47]=[CH:46][C:45](Br)=[CH:44][N:43]=2)=[N:39][CH:38]=1, predict the reaction product. The product is: [F:1][C:2]([F:19])([F:18])[C:3]1[CH:4]=[C:5]([CH:9]=[C:10]([N:12]2[CH:16]=[C:15]([CH3:17])[N:14]=[CH:13]2)[CH:11]=1)[C:6]([NH:24][C:23]1[CH:25]=[CH:26][C:27]([F:28])=[C:21]([C:33]#[C:34][C:45]2[CH:46]=[CH:47][C:42]([C:40]3[NH:41][C:37]([C:36]([F:50])([F:49])[F:35])=[CH:38][N:39]=3)=[N:43][CH:44]=2)[CH:22]=1)=[O:7]. (2) The product is: [CH3:1][N:2]1[CH2:6][CH2:7][C:18]([C:15]2[CH:16]=[CH:17][C:12]([O:11][CH3:10])=[CH:13][CH:14]=2)([C:19]#[N:20])[CH2:4][CH2:3]1. Given the reactants [CH3:1][N:2]([CH2:6][CH2:7]Cl)[CH2:3][CH2:4]Cl.Cl.[CH3:10][O:11][C:12]1[CH:17]=[CH:16][C:15]([CH2:18][C:19]#[N:20])=[CH:14][CH:13]=1.[H-].[Na+], predict the reaction product. (3) Given the reactants C([O:4][C:5]1[C:14]2[CH:13]=[CH:12][N:11]3[C:15]([CH3:19])=[C:16]([CH3:18])[N:17]=[C:10]3[C:9]=2[N:8]([C:20](=[O:22])[CH3:21])[CH:7]([C:23]2[CH:28]=[CH:27][CH:26]=[CH:25][CH:24]=2)[CH:6]=1)(=O)C.[BH4-].[Na+].[Cl-].[NH4+], predict the reaction product. The product is: [C:20]([N:8]1[C:9]2[C:10]3=[N:17][C:16]([CH3:18])=[C:15]([CH3:19])[N:11]3[CH:12]=[CH:13][C:14]=2[C@@H:5]([OH:4])[CH2:6][C@H:7]1[C:23]1[CH:28]=[CH:27][CH:26]=[CH:25][CH:24]=1)(=[O:22])[CH3:21]. (4) Given the reactants [C:1]([O:7][CH2:8][N:9]1[CH:13]=[C:12]([CH2:14][CH2:15][CH2:16][C:17](=[O:25])[NH:18][CH:19]2[CH2:24][CH2:23][NH:22][CH2:21][CH2:20]2)[N:11]=[N:10]1)(=[O:6])[C:2]([CH3:5])([CH3:4])[CH3:3].[C:26](Cl)(=[O:38])[O:27][CH2:28][C:29]1[CH:34]=[C:33]([C:35]#[N:36])[CH:32]=[C:31]([Cl:37])[CH:30]=1.C(=O)(O)[O-].[Na+], predict the reaction product. The product is: [C:1]([O:7][CH2:8][N:9]1[CH:13]=[C:12]([CH2:14][CH2:15][CH2:16][C:17]([NH:18][CH:19]2[CH2:20][CH2:21][N:22]([C:26]([O:27][CH2:28][C:29]3[CH:34]=[C:33]([C:35]#[N:36])[CH:32]=[C:31]([Cl:37])[CH:30]=3)=[O:38])[CH2:23][CH2:24]2)=[O:25])[N:11]=[N:10]1)(=[O:6])[C:2]([CH3:5])([CH3:4])[CH3:3]. (5) Given the reactants [CH3:1][O:2][C:3](=[O:16])/[CH:4]=[CH:5]/[C:6]1[CH:15]=[C:14]2[C:9]([CH2:10][CH2:11][NH:12][CH2:13]2)=[CH:8][CH:7]=1.[CH3:17][C:18]1[NH:19][C:20]2[C:25]([C:26]=1[CH2:27][CH:28]=O)=[CH:24][CH:23]=[CH:22][CH:21]=2.C(N(CC)CC)C, predict the reaction product. The product is: [CH3:1][O:2][C:3](=[O:16])/[CH:4]=[CH:5]/[C:6]1[CH:15]=[C:14]2[C:9]([CH2:10][CH2:11][N:12]([CH2:28][CH2:27][C:26]3[C:25]4[C:20](=[CH:21][CH:22]=[CH:23][CH:24]=4)[NH:19][C:18]=3[CH3:17])[CH2:13]2)=[CH:8][CH:7]=1. (6) Given the reactants [H-].[Na+].[CH2:3]([C:5]1[C:6](=[O:17])[NH:7][C:8]2[C:13]([C:14]=1[OH:15])=[CH:12][C:11]([F:16])=[CH:10][CH:9]=2)[CH3:4].Br[CH2:19][CH:20]1[CH2:23][CH2:22][CH2:21]1, predict the reaction product. The product is: [CH:20]1([CH2:19][O:15][C:14]2[C:13]3[C:8](=[CH:9][CH:10]=[C:11]([F:16])[CH:12]=3)[NH:7][C:6](=[O:17])[C:5]=2[CH2:3][CH3:4])[CH2:23][CH2:22][CH2:21]1. (7) Given the reactants Cl.[NH2:2][OH:3].O.O.O.C([O-])(=O)C.[Na+].[OH:12][C:13]1[CH:18]=[CH:17][CH:16]=[C:15]([OH:19])[C:14]=1[C:20](=O)[CH2:21][CH3:22], predict the reaction product. The product is: [OH:12][C:13]1[CH:18]=[CH:17][CH:16]=[C:15]([OH:19])[C:14]=1[C:20](=[N:2][OH:3])[CH2:21][CH3:22]. (8) The product is: [C:38]([O:41][C:42]([N:28]1[C:29]2[C:25](=[C:24]([CH2:23][N:16]3[C:17]4[CH:22]=[CH:21][CH:20]=[CH:19][C:18]=4[N:14]([CH:11]4[CH2:12][CH2:13][N:8]([C:6]5[CH:7]=[C:2]([Cl:1])[CH:3]=[CH:4][C:5]=5[N+:34]([O-:36])=[O:35])[CH2:9][CH2:10]4)[C:15]3=[N:33][C:42]([O:41][C:38]([CH3:40])([CH3:39])[CH3:37])=[O:43])[CH:32]=[CH:31][CH:30]=2)[CH:26]=[CH:27]1)=[O:43])([CH3:40])([CH3:39])[CH3:37]. Given the reactants [Cl:1][C:2]1[CH:3]=[CH:4][C:5]([N+:34]([O-:36])=[O:35])=[C:6]([N:8]2[CH2:13][CH2:12][CH:11]([N:14]3[C:18]4[CH:19]=[CH:20][CH:21]=[CH:22][C:17]=4[N:16]([CH2:23][C:24]4[CH:32]=[CH:31][CH:30]=[C:29]5[C:25]=4[CH:26]=[CH:27][NH:28]5)[C:15]3=[NH:33])[CH2:10][CH2:9]2)[CH:7]=1.[CH3:37][C:38]([O:41][C:42](O[C:42]([O:41][C:38]([CH3:40])([CH3:39])[CH3:37])=[O:43])=[O:43])([CH3:40])[CH3:39], predict the reaction product. (9) Given the reactants [Cl:1][C:2]1[CH:7]=[CH:6][C:5]([C:8]2(NC)[CH2:13][CH2:12][O:11][CH2:10][CH2:9]2)=[CH:4][CH:3]=1.[CH3:16][C:17]1[C:25]([CH3:26])=[CH:24][CH:23]=[CH:22][C:18]=1[C:19](Cl)=[O:20].CC[N:29]([CH:33](C)C)C(C)C.C(Cl)[Cl:37], predict the reaction product. The product is: [Cl:37][C:17]1([CH3:16])[C:25]([CH3:26])=[CH:24][CH:23]=[CH:22][CH:18]1[C:19]([NH:29][CH2:33][C:8]1([C:5]2[CH:4]=[CH:3][C:2]([Cl:1])=[CH:7][CH:6]=2)[CH2:9][CH2:10][O:11][CH2:12][CH2:13]1)=[O:20]. (10) Given the reactants Cl[C:2]1[C:7]2[N:8]=[C:9]([CH3:12])[N:10]([CH3:11])[C:6]=2[CH:5]=[CH:4][N:3]=1.C1OCCOCCOCCOCCOCCOC1.[Cl:31][C:32]1[CH:39]=[CH:38][CH:37]=[CH:36][C:33]=1[CH2:34][OH:35].CC(C)([O-])C.[K+].P([O-])(O)(O)=O.[K+], predict the reaction product. The product is: [Cl:31][C:32]1[CH:39]=[CH:38][CH:37]=[CH:36][C:33]=1[CH2:34][O:35][C:2]1[C:7]2[N:8]=[C:9]([CH3:12])[N:10]([CH3:11])[C:6]=2[CH:5]=[CH:4][N:3]=1.